From a dataset of Forward reaction prediction with 1.9M reactions from USPTO patents (1976-2016). Predict the product of the given reaction. (1) Given the reactants COC1C=CC(C([NH:24][C:25]2[O:26][CH2:27][C@H:28]([F:48])[C@:29]([C:32]3[CH:37]=[C:36]([NH:38][C:39]4[CH:44]=[CH:43][CH:42]=[CH:41][C:40]=4[O:45][CH3:46])[CH:35]=[CH:34][C:33]=3[F:47])([CH3:31])[N:30]=2)(C2C=CC(OC)=CC=2)C2C=CC=CC=2)=CC=1.FC(F)(F)C(O)=O, predict the reaction product. The product is: [F:48][C@H:28]1[CH2:27][O:26][C:25]([NH2:24])=[N:30][C@@:29]1([C:32]1[CH:37]=[C:36]([NH:38][C:39]2[CH:44]=[CH:43][CH:42]=[CH:41][C:40]=2[O:45][CH3:46])[CH:35]=[CH:34][C:33]=1[F:47])[CH3:31]. (2) Given the reactants Br[C:2]1[N:7]=[C:6]([NH:8][C:9](=[O:14])[C:10]([CH3:13])([CH3:12])[CH3:11])[CH:5]=[CH:4][CH:3]=1.[Li]CCCC.[CH:20](=[O:22])[CH3:21], predict the reaction product. The product is: [OH:22][CH:20]([C:2]1[N:7]=[C:6]([NH:8][C:9](=[O:14])[C:10]([CH3:13])([CH3:12])[CH3:11])[CH:5]=[CH:4][CH:3]=1)[CH3:21]. (3) Given the reactants [CH3:1][C:2]1[N:6]=[C:5]([CH3:7])[N:4]([C:8]2[N:13]=[C:12]([CH3:14])[N:11]=[C:10]([N:15]3[CH2:18][CH:17]([C:19]([O:21]C)=[O:20])[CH2:16]3)[CH:9]=2)[N:3]=1.C[Si](C)(C)[O-].[K+], predict the reaction product. The product is: [CH3:1][C:2]1[N:6]=[C:5]([CH3:7])[N:4]([C:8]2[N:13]=[C:12]([CH3:14])[N:11]=[C:10]([N:15]3[CH2:18][CH:17]([C:19]([OH:21])=[O:20])[CH2:16]3)[CH:9]=2)[N:3]=1. (4) Given the reactants [C:1]([O:5][C:6](=[O:39])[N:7]([C@H:9]([C:11](=[O:38])[NH:12][C@@H:13]1[C:19](=[O:20])[N:18]([CH2:21][C:22]2[C:31]3[C:26](=[CH:27][CH:28]=[C:29]([C:32]#[N:33])[CH:30]=3)[CH:25]=[CH:24][CH:23]=2)[C:17]2[CH:34]=[CH:35][CH:36]=[CH:37][C:16]=2[CH2:15][CH2:14]1)[CH3:10])[CH3:8])([CH3:4])([CH3:3])[CH3:2].C[Si]([N:44]=[N+:45]=[N-:46])(C)C, predict the reaction product. The product is: [C:1]([O:5][C:6](=[O:39])[N:7]([CH3:8])[C@H:9]([C:11](=[O:38])[NH:12][C@@H:13]1[C:19](=[O:20])[N:18]([CH2:21][C:22]2[C:31]3[C:26](=[CH:27][CH:28]=[C:29]([C:32]4[NH:46][N:45]=[N:44][N:33]=4)[CH:30]=3)[CH:25]=[CH:24][CH:23]=2)[C:17]2[CH:34]=[CH:35][CH:36]=[CH:37][C:16]=2[CH2:15][CH2:14]1)[CH3:10])([CH3:2])([CH3:3])[CH3:4]. (5) Given the reactants [CH2:1]([C:3]1[CH:8]=[CH:7][C:6]([C@H:9]2[CH2:14][C@@H:13]([C:15]([F:18])([F:17])[F:16])[N:12]3[N:19]=[CH:20][C:21]([C:22](O)=[O:23])=[C:11]3[NH:10]2)=[CH:5][CH:4]=1)[CH3:2].CN(C(ON1N=NC2C=CC=NC1=2)=[N+](C)C)C.F[P-](F)(F)(F)(F)F.C(N(CC)C(C)C)(C)C.[C:58]1([CH2:64][NH2:65])[CH:63]=[CH:62][CH:61]=[CH:60][CH:59]=1, predict the reaction product. The product is: [CH2:64]([NH:65][C:22]([C:21]1[CH:20]=[N:19][N:12]2[C@H:13]([C:15]([F:17])([F:18])[F:16])[CH2:14][C@H:9]([C:6]3[CH:7]=[CH:8][C:3]([CH2:1][CH3:2])=[CH:4][CH:5]=3)[NH:10][C:11]=12)=[O:23])[C:58]1[CH:63]=[CH:62][CH:61]=[CH:60][CH:59]=1.